From a dataset of Rat liver microsome stability data. Regression/Classification. Given a drug SMILES string, predict its absorption, distribution, metabolism, or excretion properties. Task type varies by dataset: regression for continuous measurements (e.g., permeability, clearance, half-life) or binary classification for categorical outcomes (e.g., BBB penetration, CYP inhibition). Dataset: rlm. (1) The compound is Cc1noc(C)c1S(=O)(=O)N1CCC2(CC1)CC(c1cccc(C(F)(F)F)c1)=NO2. The result is 1 (stable in rat liver microsomes). (2) The molecule is O=C(Nc1ccc(C(F)(F)F)nc1)c1ccc(C2(C(F)(F)F)CC2)cc1. The result is 0 (unstable in rat liver microsomes). (3) The compound is Cc1ccc(NCc2ccnn2-c2nnc(N3CCC(C(=O)N[C@H]4CCCC[C@H]4C)CC3)s2)nc1. The result is 1 (stable in rat liver microsomes). (4) The compound is CCOc1ccc(Nc2nc(C)c(NC(=O)c3ccc(C)cc3)c(Nc3ccc(OCC)cc3)n2)cc1. The result is 1 (stable in rat liver microsomes). (5) The molecule is CNCC[C@@H](c1ccc(Cl)c(Cl)c1)n1nnc(C)n1. The result is 0 (unstable in rat liver microsomes). (6) The drug is NC(=O)C1CCN(c2cc(-c3ccc4c(c3)OCCCO4)ncn2)CC1. The result is 0 (unstable in rat liver microsomes). (7) The drug is Cc1nc(-c2ccc3c(ccn3CC(C)C)c2)sc1C(=O)O. The result is 1 (stable in rat liver microsomes).